Dataset: Forward reaction prediction with 1.9M reactions from USPTO patents (1976-2016). Task: Predict the product of the given reaction. (1) Given the reactants [F:1][C:2]1[CH:11]=[C:10]2[C:5]([CH:6]=[C:7]([CH3:13])[NH:8][C:9]2=O)=[CH:4][C:3]=1[C:14]#[N:15].O=P(Cl)(Cl)[Cl:18], predict the reaction product. The product is: [Cl:18][C:9]1[C:10]2[C:5](=[CH:4][C:3]([C:14]#[N:15])=[C:2]([F:1])[CH:11]=2)[CH:6]=[C:7]([CH3:13])[N:8]=1. (2) Given the reactants [F:1][C:2]1[CH:26]=[CH:25][C:5]([C:6]([CH2:8][CH2:9][CH2:10][C:11]([N:13]2[C@@H:17]([C:18]3[CH:23]=[CH:22][CH:21]=[CH:20][CH:19]=3)[CH2:16][O:15][C:14]2=[O:24])=[O:12])=[O:7])=[CH:4][CH:3]=1.[CH3:27]O.C1(C)C=CC(S(O)(=O)=O)=CC=1.[C:40]([O-:43])(O)=O.[Na+], predict the reaction product. The product is: [CH3:27][O:7][C:6]([O:43][CH3:40])([C:5]1[CH:4]=[CH:3][C:2]([F:1])=[CH:26][CH:25]=1)[CH2:8][CH2:9][CH2:10][C:11]([N:13]1[C@@H:17]([C:18]2[CH:19]=[CH:20][CH:21]=[CH:22][CH:23]=2)[CH2:16][O:15][C:14]1=[O:24])=[O:12].